This data is from Forward reaction prediction with 1.9M reactions from USPTO patents (1976-2016). The task is: Predict the product of the given reaction. (1) Given the reactants Cl[S:2]([C:5]1[CH:14]=[CH:13][C:12]2[NH:11][C:10](=[O:15])[C:9]3[NH:16][CH:17]=[C:18]([C:19]([OH:21])=[O:20])[C:8]=3[C:7]=2[CH:6]=1)(=[O:4])=[O:3].[CH3:22][C:23]1[CH:24]=[C:25]([CH:27]=[CH:28][CH:29]=1)[NH2:26], predict the reaction product. The product is: [O:15]=[C:10]1[C:9]2[NH:16][CH:17]=[CH:18][C:8]=2[C:7]2[CH:6]=[C:5]([S:2](=[O:3])(=[O:4])[NH:26][C:25]3[CH:24]=[C:23]([CH3:22])[CH:29]=[CH:28][CH:27]=3)[CH:14]=[CH:13][C:12]=2[NH:11]1.[CH2:18]([C:19]([O-:21])=[O:20])[CH3:17]. (2) Given the reactants [CH3:1][O:2][C:3]([C:5]1[CH:10]=[CH:9][C:8]([CH2:11][NH:12][C:13]2[CH:19]=[CH:18][C:17]([C:20]3[O:21][C:22]4[CH:28]=[CH:27][CH:26]=[CH:25][C:23]=4[N:24]=3)=[CH:16][C:14]=2[NH2:15])=[CH:7][CH:6]=1)=[O:4].Cl.[C:30](=N)(OC)[CH3:31].C(=O)([O-])O.[Na+], predict the reaction product. The product is: [O:21]1[C:22]2[CH:28]=[CH:27][CH:26]=[CH:25][C:23]=2[N:24]=[C:20]1[C:17]1[CH:18]=[CH:19][C:13]2[N:12]([CH2:11][C:8]3[CH:7]=[CH:6][C:5]([C:3]([O:2][CH3:1])=[O:4])=[CH:10][CH:9]=3)[C:30]([CH3:31])=[N:15][C:14]=2[CH:16]=1. (3) Given the reactants [Br:1][C:2]1[CH:7]=[CH:6][C:5]([SH:8])=[CH:4][C:3]=1[F:9].[CH3:10][C:11]([CH3:14])([O-])C.[K+].BrC1CC1.COC(C)(C)C, predict the reaction product. The product is: [Br:1][C:2]1[CH:7]=[CH:6][C:5]([S:8][CH:14]2[CH2:11][CH2:10]2)=[CH:4][C:3]=1[F:9]. (4) Given the reactants [C:1]([C:5]1[CH:10]=[CH:9][C:8]([C:11]2[N:15]([CH2:16][C:17]3[CH:22]=[CH:21][CH:20]=[CH:19][CH:18]=3)[N:14]=[C:13]([C:23](=O)[CH3:24])[C:12]=2[OH:26])=[CH:7][CH:6]=1)([CH3:4])([CH3:3])[CH3:2].[NH:27]([C:29]([NH:31][C:32]1[CH:40]=[CH:39][C:35]([C:36]([OH:38])=[O:37])=[CH:34][CH:33]=1)=[S:30])[NH2:28].CN(C)C=O, predict the reaction product. The product is: [C:1]([C:5]1[CH:6]=[CH:7][C:8]([C:11]2[N:15]([CH2:16][C:17]3[CH:18]=[CH:19][CH:20]=[CH:21][CH:22]=3)[N:14]=[C:13]([C:23](=[N:28][NH:27][C:29]([NH:31][C:32]3[CH:40]=[CH:39][C:35]([C:36]([OH:38])=[O:37])=[CH:34][CH:33]=3)=[S:30])[CH3:24])[C:12]=2[OH:26])=[CH:9][CH:10]=1)([CH3:4])([CH3:3])[CH3:2]. (5) Given the reactants [Br:1]N1C(=O)CCC1=O.[CH3:9][O:10][C:11]1[CH:31]=[CH:30][C:14]([CH2:15][N:16]2[C:21]3[S:22][CH:23]=[C:24]([CH3:25])[C:20]=3[C:19]3=[N:26][CH:27]=[N:28][N:18]3[C:17]2=[O:29])=[CH:13][CH:12]=1, predict the reaction product. The product is: [Br:1][C:23]1[S:22][C:21]2[N:16]([CH2:15][C:14]3[CH:13]=[CH:12][C:11]([O:10][CH3:9])=[CH:31][CH:30]=3)[C:17](=[O:29])[N:18]3[N:28]=[CH:27][N:26]=[C:19]3[C:20]=2[C:24]=1[CH3:25]. (6) Given the reactants [CH3:1][N:2]1[CH2:6][CH2:5][CH2:4][C@H:3]1[CH2:7][CH2:8][C:9]1[C:17]2[C:12](=[CH:13][CH:14]=[C:15]([NH2:18])[CH:16]=2)[NH:11][CH:10]=1.I.CS[C:22]([C:24]1[S:25][CH:26]=[CH:27][CH:28]=1)=[NH:23].N.[ClH:30], predict the reaction product. The product is: [ClH:30].[ClH:30].[CH3:1][N:2]1[CH2:6][CH2:5][CH2:4][C@H:3]1[CH2:7][CH2:8][C:9]1[C:17]2[C:12](=[CH:13][CH:14]=[C:15]([NH:18][C:22]([C:24]3[S:25][CH:26]=[CH:27][CH:28]=3)=[NH:23])[CH:16]=2)[NH:11][CH:10]=1.